From a dataset of Peptide-MHC class II binding affinity with 134,281 pairs from IEDB. Regression. Given a peptide amino acid sequence and an MHC pseudo amino acid sequence, predict their binding affinity value. This is MHC class II binding data. (1) The peptide sequence is SRWSSPDNVKPIYIV. The MHC is HLA-DPA10201-DPB11401 with pseudo-sequence HLA-DPA10201-DPB11401. The binding affinity (normalized) is 0.240. (2) The peptide sequence is GELQIVDKIDCAFKI. The MHC is DRB1_0701 with pseudo-sequence DRB1_0701. The binding affinity (normalized) is 0.487. (3) The MHC is DRB1_0901 with pseudo-sequence DRB1_0901. The peptide sequence is YKKLRTSSFALNLPT. The binding affinity (normalized) is 0.454. (4) The peptide sequence is IFSKNLNIKLNMPLY. The MHC is DRB1_1201 with pseudo-sequence DRB1_1201. The binding affinity (normalized) is 0.968. (5) The peptide sequence is KWHKHYLVCNYGPSG. The MHC is DRB1_0101 with pseudo-sequence DRB1_0101. The binding affinity (normalized) is 0.449. (6) The peptide sequence is KSMKVTVAFNQFGPN. The MHC is DRB1_0901 with pseudo-sequence DRB1_0901. The binding affinity (normalized) is 0.418.